Predict the reactants needed to synthesize the given product. From a dataset of Full USPTO retrosynthesis dataset with 1.9M reactions from patents (1976-2016). The reactants are: [F:1][C:2]([F:25])([F:24])[C:3]1[C:8]2[N:9]=[C:10]([C:14]3[CH:19]=[CH:18][CH:17]=[CH:16][C:15]=3[O:20]C(=O)C)[O:11][C:12](=O)[C:7]=2[CH:6]=[CH:5][CH:4]=1.[F:26][C:27]1[CH:28]=[C:29]([CH2:33][CH2:34][NH2:35])[CH:30]=[CH:31][CH:32]=1. Given the product [F:26][C:27]1[CH:28]=[C:29]([CH2:33][CH2:34][N:35]2[C:12](=[O:11])[C:7]3[C:8](=[C:3]([C:2]([F:1])([F:25])[F:24])[CH:4]=[CH:5][CH:6]=3)[N:9]=[C:10]2[C:14]2[CH:19]=[CH:18][CH:17]=[CH:16][C:15]=2[OH:20])[CH:30]=[CH:31][CH:32]=1, predict the reactants needed to synthesize it.